Task: Predict the product of the given reaction.. Dataset: Forward reaction prediction with 1.9M reactions from USPTO patents (1976-2016) Given the reactants [Cl:1][C:2]1[C:3]2[N:4]([C:16]([CH3:19])=[CH:17][CH:18]=2)[C:5]([C:8]([N:10]2[CH2:15][CH2:14][O:13][CH2:12][CH2:11]2)=[O:9])=[CH:6][N:7]=1.[F:20][C:21]1[CH:22]=[C:23]([CH:25]=[CH:26][CH:27]=1)[NH2:24].CS(O)(=O)=O, predict the reaction product. The product is: [ClH:1].[F:20][C:21]1[CH:22]=[C:23]([NH:24][C:2]2[C:3]3[N:4]([C:16]([CH3:19])=[CH:17][CH:18]=3)[C:5]([C:8]([N:10]3[CH2:15][CH2:14][O:13][CH2:12][CH2:11]3)=[O:9])=[CH:6][N:7]=2)[CH:25]=[CH:26][CH:27]=1.